Predict the product of the given reaction. From a dataset of Forward reaction prediction with 1.9M reactions from USPTO patents (1976-2016). (1) Given the reactants [Cl:1][C:2]1[C:11]2[CH2:10][N:9]([C@H:12]([CH:16]([CH3:18])[CH3:17])[C:13](O)=[O:14])[C:8](=[O:19])[C:7]3=[CH:20][NH:21][C:5]([C:6]=23)=[N:4][CH:3]=1.[NH2:22][C@@H:23]([CH2:27][CH3:28])[CH2:24][C:25]#[N:26].CN(C(ON1N=NC2C=CC=NC1=2)=[N+](C)C)C.F[P-](F)(F)(F)(F)F, predict the reaction product. The product is: [Cl:1][C:2]1[C:11]2[CH2:10][N:9]([C@H:12]([CH:16]([CH3:17])[CH3:18])[C:13]([NH:22][C@@H:23]([CH2:27][CH3:28])[CH2:24][C:25]#[N:26])=[O:14])[C:8](=[O:19])[C:7]3=[CH:20][NH:21][C:5]([C:6]=23)=[N:4][CH:3]=1. (2) Given the reactants [CH3:1][O-:2].[Na+].F[C:5]1[C:10]([CH3:11])=[C:9]([I:12])[C:8]([CH3:13])=[CH:7][N:6]=1, predict the reaction product. The product is: [I:12][C:9]1[C:8]([CH3:13])=[CH:7][N:6]=[C:5]([O:2][CH3:1])[C:10]=1[CH3:11]. (3) Given the reactants C(O)C.C(OC(=O)[NH:10][C:11]1[CH:16]=[C:15]([CH:17]([S:26]([C:29]2[CH:34]=[CH:33][C:32]([Cl:35])=[CH:31][CH:30]=2)(=[O:28])=[O:27])[C:18]2[CH:23]=[C:22]([F:24])[CH:21]=[CH:20][C:19]=2[F:25])[C:14]([CH3:36])=[CH:13][N:12]=1)(C)(C)C.Cl.C(=O)(O)[O-].[Na+], predict the reaction product. The product is: [Cl:35][C:32]1[CH:33]=[CH:34][C:29]([S:26]([CH:17]([C:18]2[CH:23]=[C:22]([F:24])[CH:21]=[CH:20][C:19]=2[F:25])[C:15]2[C:14]([CH3:36])=[CH:13][N:12]=[C:11]([NH2:10])[CH:16]=2)(=[O:28])=[O:27])=[CH:30][CH:31]=1. (4) The product is: [CH:1]1([C:4]([C:6]2[CH:7]=[C:8]([CH:14]=[CH:15][CH:16]=2)[C:9]([O:11][CH2:12][CH3:13])=[O:10])([OH:5])[CH3:17])[CH2:3][CH2:2]1. Given the reactants [CH:1]1([C:4]([C:6]2[CH:7]=[C:8]([CH:14]=[CH:15][CH:16]=2)[C:9]([O:11][CH2:12][CH3:13])=[O:10])=[O:5])[CH2:3][CH2:2]1.[CH3:17][Mg]Br, predict the reaction product. (5) Given the reactants C(OC(=O)[NH:7][CH2:8][CH2:9][CH2:10][N:11]([CH3:34])[CH2:12][CH2:13][CH2:14][NH:15][C:16]1[C:25]2[C:20](=[CH:21][CH:22]=[CH:23][CH:24]=2)[N:19]([CH3:26])[C:18]2=[C:27]3[C:32](=[N:33][C:17]=12)[CH:31]=[CH:30][CH:29]=[CH:28]3)(C)(C)C.FC(F)(F)C(O)=O, predict the reaction product. The product is: [CH3:34][N:11]([CH2:12][CH2:13][CH2:14][NH:15][C:16]1[C:25]2[C:20](=[CH:21][CH:22]=[CH:23][CH:24]=2)[N:19]([CH3:26])[C:18]2=[C:27]3[C:32](=[N:33][C:17]=12)[CH:31]=[CH:30][CH:29]=[CH:28]3)[CH2:10][CH2:9][CH2:8][NH2:7]. (6) Given the reactants [C:1]1([S:7](NC2SC3CCCCC=3C=2C(OCC)=O)(=[O:9])=[O:8])[CH:6]=[CH:5][CH:4]=[CH:3][CH:2]=1.[NH2:25][C:26]1[S:30][C:29]2[CH2:31][C:32]([CH3:36])([CH3:35])[CH2:33][CH2:34][C:28]=2[C:27]=1[C:37]([O:39][CH2:40][CH3:41])=[O:38].C1(S(Cl)(=O)=O)C=CC=CC=1, predict the reaction product. The product is: [CH3:35][C:32]1([CH3:36])[CH2:31][C:29]2[S:30][C:26]([NH:25][S:7]([C:1]3[CH:6]=[CH:5][CH:4]=[CH:3][CH:2]=3)(=[O:9])=[O:8])=[C:27]([C:37]([O:39][CH2:40][CH3:41])=[O:38])[C:28]=2[CH2:34][CH2:33]1. (7) Given the reactants [C:1]([O:5][CH2:6][CH:7]1[O:9][CH2:8]1)([CH3:4])([CH3:3])[CH3:2].[CH3:10][C:11]([NH2:22])([CH3:21])[CH2:12][C:13]1[CH:18]=[CH:17][C:16]([O:19][CH3:20])=[CH:15][CH:14]=1, predict the reaction product. The product is: [OH:9][CH:7]([CH2:6][O:5][C:1]([CH3:2])([CH3:3])[CH3:4])[CH2:8][NH:22][C:11]([CH3:21])([CH3:10])[CH2:12][C:13]1[CH:18]=[CH:17][C:16]([O:19][CH3:20])=[CH:15][CH:14]=1. (8) Given the reactants C([O:5][C:6](=[O:19])[CH2:7][C:8]1[CH:9]=[C:10]2[C:15](=[C:16]([F:18])[CH:17]=1)[N:14]=[CH:13][CH:12]=[CH:11]2)(C)(C)C.[OH-].[Na+], predict the reaction product. The product is: [F:18][C:16]1[CH:17]=[C:8]([CH2:7][C:6]([OH:19])=[O:5])[CH:9]=[C:10]2[C:15]=1[N:14]=[CH:13][CH:12]=[CH:11]2. (9) Given the reactants [CH2:1]([O:3][C:4]1[CH:9]=[CH:8][CH:7]=[CH:6][C:5]=1[C:10]1[CH:15]=[CH:14][CH:13]=[CH:12][C:11]=1[C:16]1[N:20]([C:21]2[CH:26]=[CH:25][CH:24]=[CH:23][C:22]=2[F:27])[N:19]=[N:18][N:17]=1)[CH3:2].Cl[CH2:29][CH:30]1CC1, predict the reaction product. The product is: [CH:2]1([CH2:1][O:3][C:4]2[CH:9]=[CH:8][CH:7]=[CH:6][C:5]=2[C:10]2[CH:15]=[CH:14][CH:13]=[CH:12][C:11]=2[C:16]2[N:20]([C:21]3[CH:26]=[CH:25][CH:24]=[CH:23][C:22]=3[F:27])[N:19]=[N:18][N:17]=2)[CH2:30][CH2:29]1.